This data is from Full USPTO retrosynthesis dataset with 1.9M reactions from patents (1976-2016). The task is: Predict the reactants needed to synthesize the given product. (1) Given the product [Cl:48][C:47]1[CH:11]=[CH:10][C:9]2[N:8]=[CH:7][C:6]3[CH2:12][N:13]([CH3:14])[C:31](=[O:37])[N:15]([C:16]4[CH:21]=[CH:20][C:19]([C:22]([CH3:25])([CH3:26])[C:23]#[N:24])=[CH:18][CH:17]=4)[C:5]=3[C:4]=2[N:3]=1, predict the reactants needed to synthesize it. The reactants are: ClC1[N:3]=[C:4]2[C:9](=[CH:10][CH:11]=1)[N:8]=[CH:7][C:6]([CH2:12][NH:13][CH3:14])=[C:5]2[NH:15][C:16]1[CH:21]=[CH:20][C:19]([C:22]([CH3:26])([CH3:25])[C:23]#[N:24])=[CH:18][CH:17]=1.ClC(Cl)(O[C:31](=[O:37])OC(Cl)(Cl)Cl)Cl.C(N(CC)CC)C.Cl[CH2:47][Cl:48]. (2) Given the product [CH3:30][S:31]([NH:1][CH2:2][CH2:3][C:4]1[CH:9]=[CH:8][C:7]([CH2:10][CH2:11][C:12]2[N:13]=[C:14]([NH:17][C:18](=[O:20])[CH3:19])[S:15][CH:16]=2)=[CH:6][CH:5]=1)(=[O:33])=[O:32], predict the reactants needed to synthesize it. The reactants are: [NH2:1][CH2:2][CH2:3][C:4]1[CH:9]=[CH:8][C:7]([CH2:10][CH2:11][C:12]2[N:13]=[C:14]([NH:17][C:18](=[O:20])[CH3:19])[S:15][CH:16]=2)=[CH:6][CH:5]=1.C(N(CC)C(C)C)(C)C.[CH3:30][S:31](Cl)(=[O:33])=[O:32].O. (3) Given the product [CH:1]1([C@:4]2([OH:12])[CH2:8][CH2:7][N:6]([C:20]3[CH:19]=[CH:18][C:15]([C:16]#[N:17])=[C:14]([F:13])[CH:21]=3)[C@H:5]2[CH3:9])[CH2:2][CH2:3]1, predict the reactants needed to synthesize it. The reactants are: [CH:1]1([C@:4]2([OH:12])[CH2:8][CH2:7][NH:6][C@H:5]2[CH:9](C)C)[CH2:3][CH2:2]1.[F:13][C:14]1[CH:21]=[C:20](F)[CH:19]=[CH:18][C:15]=1[C:16]#[N:17].C(=O)([O-])[O-].[Li+].[Li+]. (4) Given the product [NH2:1][C:2]1[C:7]([C:8]2[N:12]=[C:11]([C:13]([O:15][CH2:16][CH2:17][CH2:39][CH3:40])=[O:14])[N:10]([CH3:18])[N:9]=2)=[C:6]([NH:20][C@H:21]([C:24]2[N:25]([CH:36]3[CH2:38][CH2:37]3)[C:26](=[O:35])[C:27]3[C:32]([CH:33]=2)=[CH:31][CH:30]=[CH:29][C:28]=3[Cl:34])[CH2:22][CH3:23])[N:5]=[CH:4][N:3]=1, predict the reactants needed to synthesize it. The reactants are: [NH2:1][C:2]1[C:7]([C:8]2[N:12]=[C:11]([C:13]([O:15][CH2:16][CH3:17])=[O:14])[N:10]([CH3:18])[N:9]=2)=[C:6](Cl)[N:5]=[CH:4][N:3]=1.[NH2:20][C@H:21]([C:24]1[N:25]([CH:36]2[CH2:38][CH2:37]2)[C:26](=[O:35])[C:27]2[C:32]([CH:33]=1)=[CH:31][CH:30]=[CH:29][C:28]=2[Cl:34])[CH2:22][CH3:23].[CH3:39][CH2:40]N(C(C)C)C(C)C. (5) Given the product [O:51]1[C:52]2[CH:58]=[CH:57][CH:56]=[CH:55][C:53]=2[N:54]=[C:50]1[NH:49][C:36](=[O:38])[C@@H:35]([N:39]1[CH2:47][C:46]2[C:41](=[CH:42][CH:43]=[CH:44][CH:45]=2)[C:40]1=[O:48])[CH2:34][CH:28]1[CH2:33][CH2:32][CH2:31][CH2:30][CH2:29]1, predict the reactants needed to synthesize it. The reactants are: F[P-](F)(F)(F)(F)F.N1(O[P+](N(C)C)(N(C)C)N(C)C)C2C=CC=CC=2N=N1.[CH:28]1([CH2:34][C@H:35]([N:39]2[CH2:47][C:46]3[C:41](=[CH:42][CH:43]=[CH:44][CH:45]=3)[C:40]2=[O:48])[C:36]([OH:38])=O)[CH2:33][CH2:32][CH2:31][CH2:30][CH2:29]1.[NH2:49][C:50]1[O:51][C:52]2[CH:58]=[CH:57][CH:56]=[CH:55][C:53]=2[N:54]=1.C1(C[C@@H](N2CC3C(=CC=CC=3)C2=O)C(NC2SC=CN=2)=O)CCCCC1. (6) Given the product [CH2:1]([N:30]([CH:27]1[CH2:28][CH2:29][N:24]([C:21]2[CH:20]=[CH:19][C:18]([O:17][CH2:16][C@@H:11]3[O:10][C:9]4=[N:8][C:7]([N+:4]([O-:6])=[O:5])=[CH:15][N:14]4[CH2:13][CH2:12]3)=[CH:23][CH:22]=2)[CH2:25][CH2:26]1)[C:31]1[CH:32]=[CH:33][C:34]([C:37]([F:40])([F:39])[F:38])=[CH:35][CH:36]=1)[CH3:2], predict the reactants needed to synthesize it. The reactants are: [CH:1](=O)[CH3:2].[N+:4]([C:7]1[N:8]=[C:9]2[N:14]([CH:15]=1)[CH2:13][CH2:12][C@H:11]([CH2:16][O:17][C:18]1[CH:23]=[CH:22][C:21]([N:24]3[CH2:29][CH2:28][CH:27]([NH:30][C:31]4[CH:36]=[CH:35][C:34]([C:37]([F:40])([F:39])[F:38])=[CH:33][CH:32]=4)[CH2:26][CH2:25]3)=[CH:20][CH:19]=1)[O:10]2)([O-:6])=[O:5].C(O[BH-](OC(=O)C)OC(=O)C)(=O)C.[Na+].[OH-].[Na+].C(=O)([O-])O.[Na+].